This data is from Reaction yield outcomes from USPTO patents with 853,638 reactions. The task is: Predict the reaction yield, written as a fraction of the theoretical maximum amount of product (1.0 means a 100% yield; for example, 0.34 means a 34% yield). (1) The reactants are [CH2:1]([O:3][C:4](=[O:29])[CH:5]([NH:25][C:26](=[O:28])[CH3:27])[CH2:6][C:7]1[O:11][N:10]=[C:9]([CH:12]([NH:17]C(OC(C)(C)C)=O)[CH2:13][CH:14]([CH3:16])[CH3:15])[CH:8]=1)[CH3:2].[ClH:30]. The catalyst is O1CCOCC1. The product is [ClH:30].[CH2:1]([O:3][C:4](=[O:29])[CH:5]([NH:25][C:26](=[O:28])[CH3:27])[CH2:6][C:7]1[O:11][N:10]=[C:9]([CH:12]([NH2:17])[CH2:13][CH:14]([CH3:15])[CH3:16])[CH:8]=1)[CH3:2]. The yield is 1.00. (2) The reactants are [NH2:1][C:2]1[C:3]2[C:4]3[C:5](=[N:17][N:18]([CH2:20][C:21]4[C:26]([Cl:27])=[C:25]([O:28][CH3:29])[C:24]([CH3:30])=[CH:23][N:22]=4)[N:19]=2)[CH:6]=[C:7]([CH2:12][C:13]([NH:15][CH3:16])=[O:14])[C:8]=3[CH2:9][S:10][N:11]=1.Cl. The catalyst is C(O)C. The product is [ClH:27].[NH2:1][C:2]1[C:3]2[C:4]3[C:5](=[N:17][N:18]([CH2:20][C:21]4[C:26]([Cl:27])=[C:25]([O:28][CH3:29])[C:24]([CH3:30])=[CH:23][N:22]=4)[N:19]=2)[CH:6]=[C:7]([CH2:12][C:13]([NH:15][CH3:16])=[O:14])[C:8]=3[CH2:9][S:10][N:11]=1. The yield is 0.940. (3) The reactants are [O:1]1[C:5]2([CH2:10][CH2:9][C:8](B3OC(C)(C)C(C)(C)O3)=[CH:7][CH2:6]2)[O:4][CH2:3][CH2:2]1.I[C:21]1[C:25]([CH:26]=[O:27])=[CH:24][N:23]([CH:28]2[CH2:33][CH2:32][CH2:31][CH2:30][O:29]2)[N:22]=1.[O-]P([O-])([O-])=O.[K+].[K+].[K+].COCCOC. The catalyst is C1C=CC(P(C2C=CC=CC=2)[C-]2C=CC=C2)=CC=1.C1C=CC(P(C2C=CC=CC=2)[C-]2C=CC=C2)=CC=1.Cl[Pd]Cl.[Fe+2].O. The product is [O:4]1[C:5]2([CH2:10][CH2:9][C:8]([C:21]3[C:25]([CH:26]=[O:27])=[CH:24][N:23]([CH:28]4[CH2:33][CH2:32][CH2:31][CH2:30][O:29]4)[N:22]=3)=[CH:7][CH2:6]2)[O:1][CH2:2][CH2:3]1. The yield is 0.670. (4) The product is [C:21]([N:24]1[C:33]2[C:28](=[CH:29][C:30]([C:11]3[CH:10]=[CH:9][C:4]([C:5]([O:7][CH3:8])=[O:6])=[CH:3][C:2]=3[CH3:1])=[CH:31][CH:32]=2)[C@H:27]([NH:35][C:36]([O:37][CH:38]([CH3:40])[CH3:39])=[O:41])[CH2:26][C@@H:25]1[CH3:42])(=[O:23])[CH3:22]. The catalyst is C1(P([C-]2C=CC=C2)C2C=CC=CC=2)C=CC=CC=1.[C-]1(P(C2C=CC=CC=2)C2C=CC=CC=2)C=CC=C1.[Fe+2].Cl[Pd]Cl.C(Cl)Cl.O1CCOCC1. The yield is 0.568. The reactants are [CH3:1][C:2]1[CH:3]=[C:4]([CH:9]=[CH:10][C:11]=1B1OC(C)(C)C(C)(C)O1)[C:5]([O:7][CH3:8])=[O:6].[C:21]([N:24]1[C:33]2[C:28](=[CH:29][C:30](Br)=[CH:31][CH:32]=2)[C@H:27]([NH:35][C:36](=[O:41])[O:37][CH:38]([CH3:40])[CH3:39])[CH2:26][C@@H:25]1[CH3:42])(=[O:23])[CH3:22].C(=O)(O)[O-].[Na+].